Dataset: Reaction yield outcomes from USPTO patents with 853,638 reactions. Task: Predict the reaction yield, written as a fraction of the theoretical maximum amount of product (1.0 means a 100% yield; for example, 0.34 means a 34% yield). (1) The reactants are [OH-].[Na+].[CH3:3][O:4][C:5]1[N:10]=[N:9][C:8]([N:11]2[C:15]([C:16]3[CH:21]=[CH:20][CH:19]=[CH:18][N:17]=3)=[CH:14][C:13]([C:22]([O:24]C)=[O:23])=[N:12]2)=[CH:7][CH:6]=1.Cl.C(Cl)(Cl)Cl.CO. The catalyst is CO.O1CCCC1. The product is [CH3:3][O:4][C:5]1[N:10]=[N:9][C:8]([N:11]2[C:15]([C:16]3[CH:21]=[CH:20][CH:19]=[CH:18][N:17]=3)=[CH:14][C:13]([C:22]([OH:24])=[O:23])=[N:12]2)=[CH:7][CH:6]=1. The yield is 0.476. (2) The reactants are [F:1][C:2]1[CH:17]=[CH:16][C:5]([O:6][C:7]2[CH:8]=[C:9]([CH:13]=[CH:14][CH:15]=2)[C:10](Cl)=[O:11])=[C:4]([N+:18]([O-:20])=[O:19])[CH:3]=1.[CH3:21][NH:22][CH3:23]. The catalyst is C1COCC1. The product is [F:1][C:2]1[CH:17]=[CH:16][C:5]([O:6][C:7]2[CH:8]=[C:9]([CH:13]=[CH:14][CH:15]=2)[C:10]([N:22]([CH3:23])[CH3:21])=[O:11])=[C:4]([N+:18]([O-:20])=[O:19])[CH:3]=1. The yield is 0.870. (3) The reactants are [CH2:1]([C:5]1[N:6]=[C:7]([CH3:27])[NH:8][C:9](=[O:26])[C:10]=1[CH2:11][C:12]1[CH:17]=[CH:16][C:15]([C:18]2[C:19]([C:24]#[N:25])=[CH:20][CH:21]=[CH:22][CH:23]=2)=[CH:14][CH:13]=1)[CH2:2][CH2:3][CH3:4].[H-].[Na+].CN(C)C=O.Cl[CH2:36][C:37]1[CH:42]=[CH:41][C:40]([O:43][CH3:44])=[CH:39][CH:38]=1. The catalyst is C(OCC)(=O)C. The product is [CH2:1]([C:5]1[N:6]=[C:7]([CH3:27])[N:8]([CH2:36][C:37]2[CH:42]=[CH:41][C:40]([O:43][CH3:44])=[CH:39][CH:38]=2)[C:9](=[O:26])[C:10]=1[CH2:11][C:12]1[CH:17]=[CH:16][C:15]([C:18]2[C:19]([C:24]#[N:25])=[CH:20][CH:21]=[CH:22][CH:23]=2)=[CH:14][CH:13]=1)[CH2:2][CH2:3][CH3:4]. The yield is 0.620. (4) The reactants are [C:1]([O:5][C:6](=[O:16])[N:7]([C:10]1[S:14][C:13]([Br:15])=[N:12][CH:11]=1)[CH2:8]C)([CH3:4])([CH3:3])[CH3:2].[Cl:17]N1C(=O)CCC1=O. The catalyst is C(#N)C. The product is [C:1]([O:5][C:6](=[O:16])[N:7]([C:10]1[S:14][C:13]([Br:15])=[N:12][C:11]=1[Cl:17])[CH3:8])([CH3:4])([CH3:3])[CH3:2]. The yield is 0.950.